From a dataset of Drug-target binding data from BindingDB using Ki measurements. Regression. Given a target protein amino acid sequence and a drug SMILES string, predict the binding affinity score between them. We predict pKi (pKi = -log10(Ki in M); higher means stronger inhibition). Dataset: bindingdb_ki. (1) The drug is COC(=O)C1C(C)=NC(C)=C(C(=O)OCCN(C)Cc2ccccc2)C1c1cccc([N+](=O)[O-])c1. The pKi is 5.3. The target protein (O54698) has sequence MTTSHQPQDRYKAVWLIFFVLGLGTLLPWNFFITATQYFTSRLNTSQNISLVTNQSCESTEALADPSVSLPARSSLSAIFNNVMTLCAMLPLLIFTCLNSFLHQKVSQSLRILGSLLAILLVFLVTATLVKVQMDALSFFIITMIKIVLINSFGAILQASLFGLAGVLPANYTAPIMSGQGLAGFFTSVAMICAVASGSKLSESAFGYFITACAVVILAILCYLALPWMEFYRHYLQLNLAGPAEQETKLDLISEGEEPRGGREESGVPGPNSLPANRNQSIKAILKSIWVLALSVCFIFTVTIGLFPAVTAEVESSIAGTSPWKNCYFIPVACFLNFNVFDWLGRSLTAICMWPGQDSRWLPVLVACRVVFIPLLMLCNVKQHHYLPSLFKHDVWFITFMAAFAFSNGYLASLCMCFGPKKVKPAEAETAGNIMSFFLCLGLALGAVLSFLLRALV. (2) The compound is Nc1ncnc2c1nc(Br)n2CCCO. The target protein (P29274) has sequence MPIMGSSVYITVELAIAVLAILGNVLVCWAVWLNSNLQNVTNYFVVSLAAADIAVGVLAIPFAITISTGFCAACHGCLFIACFVLVLTQSSIFSLLAIAIDRYIAIRIPLRYNGLVTGTRAKGIIAICWVLSFAIGLTPMLGWNNCGQPKEGKNHSQGCGEGQVACLFEDVVPMNYMVYFNFFACVLVPLLLMLGVYLRIFLAARRQLKQMESQPLPGERARSTLQKEVHAAKSLAIIVGLFALCWLPLHIINCFTFFCPDCSHAPLWLMYLAIVLSHTNSVVNPFIYAYRIREFRQTFRKIIRSHVLRQQEPFKAAGTSARVLAAHGSDGEQVSLRLNGHPPGVWANGSAPHPERRPNGYALGLVSGGSAQESQGNTGLPDVELLSHELKGVCPEPPGLDDPLAQDGAGVS. The pKi is 7.1. (3) The small molecule is CC[C@H](C)[C@H](NC(=O)[C@H](CCCNC(=N)N)NC(=O)[C@H](CCC(N)=O)NC(=O)CNC(=O)[C@H](CCC(=O)O)NC(=O)[C@H](Cc1ccccc1)NC(=O)[C@H](CC(C)C)NC(=O)[C@H](Cc1ccccc1)NC(=O)[C@H](CCCNC(=N)N)NC(=O)[C@H](CC(C)C)NC(=O)[C@@H](N)CO)C(=O)N[C@@H](C)C(=O)N[C@@H](CC(=O)O)C(=O)N[C@@H](CC(N)=O)C(=O)N[C@@H](Cc1cnc[nH]1)C(=O)O. The target protein sequence is MATTGTPTADRGDAAATDDPAARFQVQKHSWDGLRSIIHGSRKYSGLIVNKAPHDFQFVQKTDESGPHSHRLYYLGMPYGSRENSLLYSEIPKKVRKEALLLLSWKQMLDHFQATPHHGVYSREEELLRERKRLGVFGITSYDFHSESGLFLFQASNSLFHCRDGGKNGFMVSPMKPLEIKTQCSGPRMDPKICPADPAFFSFINNSDLWVANIETGEERRLTFCHQGLSNVLDDPKSAGVATFVIQEEFDRFTGYWWCPTASWEGSEGLKTLRILYEEVDESEVEVIHVPSPALEEAKTDSYRYPRTGSKNPKIALKLAEFQTDSQGKIVSTQEKELVQPFSSLFPKVEYIARAGWTRDGKYAWAMFLDRPQQWLQLVLLPPALFIPSTENEEQRLASARAVPRNVQPYVVYEEVTNVWINVHDIFYPFPQSEGEDELCFLRANECKTGFCHLYKVTAVLKSQGYDWSEPFSPGEDEFKCPIKEEIALTSGEWEVLARH.... The pKi is 5.2. (4) The compound is CC(=O)O[C@H](COP(=O)(O)O)[C@@H](OC(C)=O)C(=O)NO. The target protein (P00349) has sequence MAQADIALIGLAVMGQNLILNMNDHGFVVCAFNRTVSKVDDFLANEAKGTKVLGAHSLEEMVSKLKKPRRIILLVKAGQAVDNFIEKLVPLLDIGDIIIDGGNSEYRDTMRRCRDLKDKGILFVGSGVSGGEDGARYGPSLMPGGNKEAWPHIKAIFQGIAAKVGTGEPCCDWVGDDGAGHFVKMVHNGIEYGDMQLICEAYHLMKDVLGLGHKEMAKAFEEWNKTELDSFLIEITASILKFQDADGKHLLPKIRDSAGQKGTGKWTAISALEYGVPVTLIGEAVFARCLSSLKDERIQASKKLKGPQNIPFEGDKKSFLEDIRKALYASKIISYAQGFMLLRQAATEFGWTLNYGGIALMWRGGCIIRSVFLGKIKDAFDRNPGLQNLLLDDFFKSAVENCQDSWRRAISTGVQAGIPMPCFTTALSFYDGYRHAMLPANLIQAQRDYFGAHTYELLAKPGQFIHTNWTGHGGSVSSSSYNA. The pKi is 6.4. (5) The small molecule is CCC(CC)O[C@@H]1C=C(C(=O)O)C[C@H](N)[C@H]1NC(C)=O. The target protein sequence is MNPNQKIITIGSICMVVGIVSLMLQIGNMISIWVSHSIQTGNQHQAEPIRNTNFLTENAVASVTLAGNSSLCPIRGWAVHSKDNSIRIGSKGDVFVIREPFISCSHLECRTFFLTQGALLNDKHSNGTVKDRSPHRTLMSCPVGEAPSPYNSRFESVAWSASACHDGTSWLTIGISGPDNGAVAVLKYNGIITDTIKSWRNNILRTQESECACVNGSCFTVMTDGPSNGQASYKIFKMEKGKVVKSVELNAPNYHYEECSCYPDAGEIICVCRDNWHGSNRPWVSFNQNLEYQIGYICSGVFGDNPRPNDGTGSCGPVSPNGAYGIKGFSFKYGNGVWIGRTKSTNSRSGFEMIWDPNGWTGTDSNFSMKQDIVAITDWSGYSGSFVQHPELTGLDCIRPCFWVELIRGRPKESTIWTSGSSISFCGVNSDTVSWSWPDGAELPFTIDK. The pKi is 8.9. (6) The small molecule is O=C(O)Cn1c(=O)c(=O)[nH]c2cc([N+](=O)[O-])c(-n3ccc(CN4CCN(Cc5ccccc5)CC4)c3)cc21. The target protein (P39086) has sequence MEHGTLLAQPGLWTRDTSWALLYFLCYILPQTAPQVLRIGGIFETVENEPVNVEELAFKFAVTSINRNRTLMPNTTLTYDIQRINLFDSFEASRRACDQLALGVAALFGPSHSSSVSAVQSICNALEVPHIQTRWKHPSVDNKDLFYINLYPDYAAISRAILDLVLYYNWKTVTVVYEDSTGLIRLQELIKAPSRYNIKIKIRQLPSGNKDAKPLLKEMKKGKEFYVIFDCSHETAAEILKQILFMGMMTEYYHYFFTTLDLFALDLELYRYSGVNMTGFRLLNIDNPHVSSIIEKWSMERLQAPPRPETGLLDGMMTTEAALMYDAVYMVAIASHRASQLTVSSLQCHRHKPWRLGPRFMNLIKEARWDGLTGHITFNKTNGLRKDFDLDIISLKEEGTEKAAGEVSKHLYKVWKKIGIWNSNSGLNMTDSNKDKSSNITDSLANRTLIVTTILEEPYVMYRKSDKPLYGNDRFEGYCLDLLKELSNILGFIYDVKLVP.... The pKi is 8.4. (7) The compound is COc1cc(C(=O)NS(=O)(=O)c2ccccc2)ccc1Cn1ncc2ccc(NC(=O)OC3CCCC3)cc21. The target protein sequence is MAMNTTSPAASSSPPVMFISLLAIIPLSVALAVGLPGNSFVVWSILAKMRKRSVTALLVLHLALADLAVLLTAPFFLHSVAQGNWTFGLAGCRLFHYICGVSMYASVLLITAMSLDRSLAVARPFVSQKLRTKAVAWRVLAGIWVASVLLATPVIVYRKVILKQNNRSLVCLPMYPSEGHRAFHLFFEVITGFLLPFLAVVASYSDIGRRLRTRRFRRSRRMGRLVVLIILAFAAFWLPYHVVNLAEAVRALTGKASGAGAVGKGLWLARQVFITLAFLSSSVNPVLYACAGGGLLRSAGVGFVAKLLEGTGSEASSTRRGGTLGQTVRGDVASPEPGPTESLTVSTNPLE. The pKi is 8.2. (8) The small molecule is O=c1cc(O)n([C@@H]2O[C@H](COP(=O)(O)O)[C@@H](O)[C@H]2O)c(=O)[nH]1. The target protein (P03962) has sequence MSKATYKERAATHPSPVAAKLFNIMHEKQTNLCASLDVRTTKELLELVEALGPKICLLKTHVDILTDFSMEGTVKPLKALSAKYNFLLFEDRKFADIGNTVKLQYSAGVYRIAEWADITNAHGVVGPGIVSGLKQAAEEVTKEPRGLLMLAELSCKGSLATGEYTKGTVDIAKSDKDFVIGFIAQRDMGGRDEGYDWLIMTPGVGLDDKGDALGQQYRTVDDVVSTGSDIIIVGRGLFAKGRDAKVEGERYRKAGWEAYLRRCGQQN. The pKi is 10.0.